Dataset: Forward reaction prediction with 1.9M reactions from USPTO patents (1976-2016). Task: Predict the product of the given reaction. Given the reactants [C:1]([O:4][CH2:5][C:6]([CH3:49])([CH3:48])[CH2:7][N:8]1[C:14]2[CH:15]=[CH:16][C:17]([Cl:19])=[CH:18][C:13]=2[C@@H:12]([C:20]2[CH:25]=[CH:24][CH:23]=[C:22]([O:26][CH3:27])[C:21]=2[O:28][CH3:29])[O:11][C@H:10]([CH2:30][C:31]([NH:33][C:34]2[CH:39]=[CH:38][C:37]([CH2:40][CH2:41][C:42]([O:44]CC)=[O:43])=[CH:36][CH:35]=2)=[O:32])[C:9]1=[O:47])(=[O:3])[CH3:2].[OH-].[Na+].C(O)C, predict the reaction product. The product is: [C:1]([O:4][CH2:5][C:6]([CH3:49])([CH3:48])[CH2:7][N:8]1[C:14]2[CH:15]=[CH:16][C:17]([Cl:19])=[CH:18][C:13]=2[C@@H:12]([C:20]2[CH:25]=[CH:24][CH:23]=[C:22]([O:26][CH3:27])[C:21]=2[O:28][CH3:29])[O:11][C@H:10]([CH2:30][C:31]([NH:33][C:34]2[CH:39]=[CH:38][C:37]([CH2:40][CH2:41][C:42]([OH:44])=[O:43])=[CH:36][CH:35]=2)=[O:32])[C:9]1=[O:47])(=[O:3])[CH3:2].